Dataset: Forward reaction prediction with 1.9M reactions from USPTO patents (1976-2016). Task: Predict the product of the given reaction. Given the reactants OO[S:3]([O-:5])=O.[K+].[OH:7][C@@H:8]1[CH2:13][CH2:12][CH2:11][CH2:10][C@H:9]1[NH:14][C:15]1S[C:17]2[CH:23]=[C:22]([O:24][C:25]3[CH:30]=[CH:29][N:28]=[C:27]([C:31]([NH:33][CH3:34])=[O:32])[CH:26]=3)[CH:21]=[CH:20][C:18]=2[N:19]=1, predict the reaction product. The product is: [OH:7][C@@H:8]1[CH2:13][CH2:12][CH2:11][CH2:10][C@H:9]1[NH:14][C:15]1[S:3](=[O:5])[C:20]2[CH:21]=[C:22]([O:24][C:25]3[CH:30]=[CH:29][N:28]=[C:27]([C:31]([NH:33][CH3:34])=[O:32])[CH:26]=3)[CH:23]=[CH:17][C:18]=2[N:19]=1.